Predict the product of the given reaction. From a dataset of Forward reaction prediction with 1.9M reactions from USPTO patents (1976-2016). (1) Given the reactants [NH2:1][NH2:2].[C:3]([O:7][C:8]([NH:10][C@@H:11]([CH3:16])[C:12](OC)=[O:13])=[O:9])([CH3:6])([CH3:5])[CH3:4], predict the reaction product. The product is: [NH:1]([C:12](=[O:13])[C@@H:11]([NH:10][C:8](=[O:9])[O:7][C:3]([CH3:6])([CH3:5])[CH3:4])[CH3:16])[NH2:2]. (2) Given the reactants Cl[C:2]1[C:11]2[C:6](=[CH:7][CH:8]=[C:9]([CH3:12])[CH:10]=2)[N:5]=[C:4]([N:13]2[CH2:19][C:18]3[CH:20]=[CH:21][CH:22]=[CH:23][C:17]=3[S:16](=[O:25])(=[O:24])[CH2:15][CH2:14]2)[CH:3]=1.[C@@H:26]1([NH2:33])[CH2:31][CH2:30][CH2:29][CH2:28][C@H:27]1[NH2:32], predict the reaction product. The product is: [O:24]=[S:16]1(=[O:25])[C:17]2[CH:23]=[CH:22][CH:21]=[CH:20][C:18]=2[CH2:19][N:13]([C:4]2[CH:3]=[C:2]([NH:32][C@@H:27]3[CH2:28][CH2:29][CH2:30][CH2:31][C@H:26]3[NH2:33])[C:11]3[C:6](=[CH:7][CH:8]=[C:9]([CH3:12])[CH:10]=3)[N:5]=2)[CH2:14][CH2:15]1. (3) Given the reactants C(OC[C:5]1([CH2:11][O:12][CH:13]=[CH2:14])[CH2:10][CH2:9][CH2:8][CH2:7][CH2:6]1)=C, predict the reaction product. The product is: [CH:13]([O:12][CH2:11][C@H:5]1[CH2:6][CH2:7][C@H:8]([CH2:13][O:12][CH:11]=[CH2:5])[CH2:9][CH2:10]1)=[CH2:14]. (4) Given the reactants C1N=CN(C(N2C=NC=C2)=O)C=1.[CH2:13]([O:15][P:16]([CH2:21][C:22]([OH:24])=O)([O:18][CH2:19][CH3:20])=[O:17])[CH3:14].[Br:25][C:26]1[CH:27]=[C:28]([NH:33][C:34]2[C:35]3[CH:43]=[C:42]([NH2:44])[N:41]=[CH:40][C:36]=3[N:37]=[CH:38][N:39]=2)[CH:29]=[CH:30][C:31]=1[F:32].CC(N(C)C)=O, predict the reaction product. The product is: [Br:25][C:26]1[CH:27]=[C:28]([NH:33][C:34]2[C:35]3[CH:43]=[C:42]([NH:44][C:22](=[O:24])[CH2:21][P:16](=[O:17])([O:15][CH2:13][CH3:14])[O:18][CH2:19][CH3:20])[N:41]=[CH:40][C:36]=3[N:37]=[CH:38][N:39]=2)[CH:29]=[CH:30][C:31]=1[F:32].